Dataset: Full USPTO retrosynthesis dataset with 1.9M reactions from patents (1976-2016). Task: Predict the reactants needed to synthesize the given product. (1) Given the product [CH2:1]([O:3][C:4]([C:6]1[C:7]2[C:22]3[O:23][N:25]=[CH:24][C:21]=3[CH2:20][CH2:19][CH2:18][C:8]=2[NH:9][CH:10]=1)=[O:5])[CH3:2], predict the reactants needed to synthesize it. The reactants are: [CH2:1]([O:3][C:4]([C:6]1[C:7]2[C:22](=[O:23])[CH2:21][CH2:20][CH2:19][CH2:18][C:8]=2[N:9](C(OC(C)(C)C)=O)[CH:10]=1)=[O:5])[CH3:2].[CH3:24][N:25](C(N(C)C)N(C)C)C.Cl.NO. (2) Given the product [CH:42]1([C:31]([OH:48])([C:25]2[CH:26]=[CH:27][CH:28]=[CH:29][CH:30]=2)[C:32]([O:34][CH2:35][CH:36]2[CH2:20][CH2:19][N:18]([CH2:15][CH2:2][CH2:3][CH2:4][CH2:5][CH2:6][CH2:7][CH2:8][CH2:9][CH:10]3[O:14][CH2:13][CH2:12][O:11]3)[CH2:21][CH2:23]2)=[O:33])[CH2:47][CH2:46][CH2:45][CH2:44][CH2:43]1, predict the reactants needed to synthesize it. The reactants are: Br[CH2:2][CH2:3][CH2:4][CH2:5][CH2:6][CH2:7][CH2:8][CH2:9][CH:10]1[O:14][CH2:13][CH2:12][O:11]1.[CH:15]([N:18]([CH:21]([CH3:23])C)[CH2:19][CH3:20])(C)C.Cl.[CH:25]1([C:31]([OH:48])([C:42]2[CH:47]=[CH:46][CH:45]=[CH:44][CH:43]=2)[C:32]([O:34][CH2:35][CH:36]2CCNCC2)=[O:33])[CH2:30][CH2:29][CH2:28][CH2:27][CH2:26]1. (3) Given the product [Br:10][CH2:11][C:12]([NH:1][C:2]1[CH:7]=[C:6]([Cl:8])[N:5]=[C:4]([Cl:9])[CH:3]=1)=[O:13], predict the reactants needed to synthesize it. The reactants are: [NH2:1][C:2]1[CH:7]=[C:6]([Cl:8])[N:5]=[C:4]([Cl:9])[CH:3]=1.[Br:10][CH2:11][C:12](Br)=[O:13].C(N(CC)CC)C. (4) Given the product [NH2:3][OH:1].[F:6][C:7]1[CH:8]=[CH:9][C:10]([N:13]([CH2:24][C:25]2[CH:26]=[CH:27][C:28]([C:29]([NH:3][OH:1])=[O:30])=[CH:33][CH:34]=2)[C:14]2[N:18]([CH3:19])[C:17]3[CH:20]=[CH:21][CH:22]=[CH:23][C:16]=3[N:15]=2)=[N:11][CH:12]=1, predict the reactants needed to synthesize it. The reactants are: [OH-:1].[K+].[NH2:3]O.Cl.[F:6][C:7]1[CH:8]=[CH:9][C:10]([N:13]([CH2:24][C:25]2[CH:34]=[CH:33][C:28]([C:29](OC)=[O:30])=[CH:27][CH:26]=2)[C:14]2[N:18]([CH3:19])[C:17]3[CH:20]=[CH:21][CH:22]=[CH:23][C:16]=3[N:15]=2)=[N:11][CH:12]=1. (5) Given the product [OH:4][C@H:3]([CH3:5])[CH2:2][C:1]([O:7][CH2:8][CH3:9])=[O:6], predict the reactants needed to synthesize it. The reactants are: [C:1]([O:7][CH2:8][CH3:9])(=[O:6])[CH2:2][C:3]([CH3:5])=[O:4].Cl.[H][H]. (6) Given the product [CH:35]1([O:34][C:21]2[N:20]=[C:19]3[C:24]([N:25]=[CH:26][N:18]3[C@@H:11]3[O:16][C@H:15]([CH3:17])[C@H:13]([S:10][C:4]4[CH:9]=[CH:8][CH:7]=[CH:6][CH:5]=4)[C@H:12]3[OH:14])=[C:23]([NH2:27])[N:22]=2)[CH2:36][CH2:37][CH2:38][CH2:39]1, predict the reactants needed to synthesize it. The reactants are: C[O-].[Na+].[C:4]1([SH:10])[CH:9]=[CH:8][CH:7]=[CH:6][CH:5]=1.[C@@H:11]1([N:18]2[CH:26]=[N:25][C:24]3[C:19]2=[N:20][C:21]([O:34][CH:35]2[CH2:39][CH2:38][CH2:37][CH2:36]2)=[N:22][C:23]=3[NH:27]C(=O)C(C)(C)C)[O:16][C@H:15]([CH3:17])[C@H:13]2[O:14][C@@H:12]12. (7) Given the product [F:1][C:2]1[CH:7]=[CH:6][C:5]([CH2:8][CH2:9][C:10]2([OH:16])[CH2:11][CH2:12][NH:13][CH2:14][CH2:15]2)=[CH:4][CH:3]=1, predict the reactants needed to synthesize it. The reactants are: [F:1][C:2]1[CH:7]=[CH:6][C:5]([C:8]#[C:9][C:10]2([OH:16])[CH2:15][CH2:14][NH:13][CH2:12][CH2:11]2)=[CH:4][CH:3]=1. (8) Given the product [C:1]1([C:7]2([CH:24]([C:20]3[CH:19]=[C:18]([CH3:26])[CH:23]=[CH:22][CH:21]=3)[OH:25])[S:8][CH2:9][CH2:10][CH2:11][S:12]2)[CH:2]=[CH:3][CH:4]=[CH:5][CH:6]=1, predict the reactants needed to synthesize it. The reactants are: [C:1]1([CH:7]2[S:12][CH2:11][CH2:10][CH2:9][S:8]2)[CH:6]=[CH:5][CH:4]=[CH:3][CH:2]=1.[Li]CCCC.[C:18]1([CH3:26])[CH:23]=[CH:22][CH:21]=[C:20]([CH:24]=[O:25])[CH:19]=1. (9) The reactants are: [CH3:1][O:2][C:3]1[C:12]2[C:7](=[CH:8][CH:9]=[CH:10][CH:11]=2)[C:6]([C:13]2[O:14][C:15](=[O:23])[C:16]3[N:22]=[CH:21][CH:20]=[CH:19][C:17]=3[N:18]=2)=[CH:5][CH:4]=1.[O:24]1[CH2:28][CH2:27][CH2:26][CH:25]1[CH2:29][NH2:30]. Given the product [CH3:1][O:2][C:3]1[C:12]2[C:7](=[CH:8][CH:9]=[CH:10][CH:11]=2)[C:6]([C:13]([NH:18][C:17]2[C:16]([C:15]([NH:30][CH2:29][CH:25]3[CH2:26][CH2:27][CH2:28][O:24]3)=[O:23])=[N:22][CH:21]=[CH:20][CH:19]=2)=[O:14])=[CH:5][CH:4]=1, predict the reactants needed to synthesize it. (10) Given the product [CH2:2]([O:9][C:10]1[CH:18]=[CH:17][C:13]([CH2:14][OH:15])=[CH:12][C:11]=1[C@@H:19]([C:29]1[CH:30]=[CH:31][CH:32]=[CH:33][CH:34]=1)[CH2:20][CH2:21][N:22]([CH:23]([CH3:24])[CH3:25])[CH:26]([CH3:27])[CH3:28])[C:3]1[CH:4]=[CH:5][CH:6]=[CH:7][CH:8]=1, predict the reactants needed to synthesize it. The reactants are: Cl.[CH2:2]([O:9][C:10]1[CH:18]=[CH:17][C:13]([C:14](O)=[O:15])=[CH:12][C:11]=1[C@@H:19]([C:29]1[CH:34]=[CH:33][CH:32]=[CH:31][CH:30]=1)[CH2:20][CH2:21][N:22]([CH:26]([CH3:28])[CH3:27])[CH:23]([CH3:25])[CH3:24])[C:3]1[CH:8]=[CH:7][CH:6]=[CH:5][CH:4]=1.COCCO[AlH2-]OCCOC.[Na+].Cl.